This data is from Reaction yield outcomes from USPTO patents with 853,638 reactions. The task is: Predict the reaction yield, written as a fraction of the theoretical maximum amount of product (1.0 means a 100% yield; for example, 0.34 means a 34% yield). (1) The reactants are Br[C:2]1[CH:7]=[CH:6][C:5]2[C:8]3([CH2:31][O:32][C:4]=2[CH:3]=1)[C:16]1[C:11](=[CH:12][CH:13]=[CH:14][CH:15]=1)[N:10]([CH:17]([C:24]1[CH:29]=[CH:28][CH:27]=[CH:26][CH:25]=1)[C:18]1[CH:23]=[CH:22][CH:21]=[CH:20][CH:19]=1)[C:9]3=[O:30].[C-]#N.[Na+].[CH3:36][N:37]1CCCC1=O. The catalyst is C(OCC)(=O)C.O.O.O.O.O.O.[Ni](Cl)Cl. The product is [C:18]1([CH:17]([C:24]2[CH:29]=[CH:28][CH:27]=[CH:26][CH:25]=2)[N:10]2[C:11]3[C:16](=[CH:15][CH:14]=[CH:13][CH:12]=3)[C:8]3([C:5]4[CH:6]=[CH:7][C:2]([C:36]#[N:37])=[CH:3][C:4]=4[O:32][CH2:31]3)[C:9]2=[O:30])[CH:23]=[CH:22][CH:21]=[CH:20][CH:19]=1. The yield is 1.00. (2) The reactants are [Br:1][C:2]1[C:3]2[CH2:10][CH2:9][CH:8]([NH2:11])[C:4]=2[CH:5]=[N:6][CH:7]=1.[C:12](O)(=[O:15])[CH2:13][CH3:14].CCN=C=NCCCN(C)C.OP([O-])(O)=O.[K+]. The catalyst is C(Cl)Cl. The product is [Br:1][C:2]1[C:3]2[CH2:10][CH2:9][CH:8]([NH:11][C:12](=[O:15])[CH2:13][CH3:14])[C:4]=2[CH:5]=[N:6][CH:7]=1. The yield is 0.390.